From a dataset of Retrosynthesis with 50K atom-mapped reactions and 10 reaction types from USPTO. Predict the reactants needed to synthesize the given product. (1) Given the product CC(C)(C)OC(=O)N1CC(F)(F)C(C)(C)[C@H]1C(=O)O, predict the reactants needed to synthesize it. The reactants are: COC(=O)[C@H]1N(C(=O)OC(C)(C)C)CC(F)(F)C1(C)C. (2) The reactants are: CC(C)(C)COc1c(/C=C/c2nc3sccn3c2C(=O)O)cccc1OC(F)F.N#Cc1ccc(N)nc1. Given the product CC(C)(C)COc1c(/C=C/c2nc3sccn3c2C(=O)Nc2ccc(C#N)cn2)cccc1OC(F)F, predict the reactants needed to synthesize it. (3) Given the product O=[N+]([O-])c1ccc2[nH]cc(C3=CCN(CC4CC4)CC3)c2c1, predict the reactants needed to synthesize it. The reactants are: ClCC1CC1.O=[N+]([O-])c1ccc2[nH]cc(C3=CCNCC3)c2c1. (4) Given the product C=CC(=O)N1c2ccccc2C[C@H]1C(=O)N(C)C, predict the reactants needed to synthesize it. The reactants are: C=CC(=O)Cl.CN(C)C(=O)[C@@H]1Cc2ccccc2N1.